From a dataset of Peptide-MHC class I binding affinity with 185,985 pairs from IEDB/IMGT. Regression. Given a peptide amino acid sequence and an MHC pseudo amino acid sequence, predict their binding affinity value. This is MHC class I binding data. (1) The peptide sequence is FIRYGDASL. The MHC is HLA-A31:01 with pseudo-sequence HLA-A31:01. The binding affinity (normalized) is 0.0847. (2) The peptide sequence is IRQAGVQYSR. The MHC is HLA-A02:02 with pseudo-sequence HLA-A02:02. The binding affinity (normalized) is 0. (3) The peptide sequence is IRMWNQAAL. The MHC is HLA-B39:01 with pseudo-sequence HLA-B39:01. The binding affinity (normalized) is 0.898. (4) The peptide sequence is KTHSFTLGF. The MHC is HLA-B27:03 with pseudo-sequence HLA-B27:03. The binding affinity (normalized) is 0.0847.